Task: Predict the reactants needed to synthesize the given product.. Dataset: Full USPTO retrosynthesis dataset with 1.9M reactions from patents (1976-2016) (1) Given the product [CH2:15]([O:14][C:12](=[O:13])[CH2:11][CH2:10][C@H:9]([NH:8][C:6]([O:5][C:2]([CH3:1])([CH3:3])[CH3:4])=[O:7])[C:22](=[O:24])[NH:69][CH2:68][C:67]1[CH:70]=[CH:71][C:64]([C:63]#[N:62])=[CH:65][CH:66]=1)[C:16]1[CH:17]=[CH:18][CH:19]=[CH:20][CH:21]=1, predict the reactants needed to synthesize it. The reactants are: [CH3:1][C:2]([O:5][C:6]([NH:8][C@H:9]([C:22]([OH:24])=O)[CH2:10][CH2:11][C:12]([O:14][CH2:15][C:16]1[CH:21]=[CH:20][CH:19]=[CH:18][CH:17]=1)=[O:13])=[O:7])([CH3:4])[CH3:3].F[P-](F)(F)(F)(F)F.N1(O[P+](N(C)C)(N(C)C)N(C)C)C2C=CC=CC=2N=N1.CCN(C(C)C)C(C)C.Cl.[NH2:62][CH2:63][C:64]1[CH:71]=[CH:70][C:67]([C:68]#[N:69])=[CH:66][CH:65]=1. (2) Given the product [Cl:28][C:25]1[CH:26]=[CH:27][C:22]([CH2:21][NH:20][C:17]2[CH:16]=[CH:15][C:14]([CH:10]3[O:11][CH2:12][CH2:13][NH:8][CH2:9]3)=[CH:19][CH:18]=2)=[CH:23][CH:24]=1, predict the reactants needed to synthesize it. The reactants are: C(OC([N:8]1[CH2:13][CH2:12][O:11][CH:10]([C:14]2[CH:19]=[CH:18][C:17]([NH:20][CH2:21][C:22]3[CH:27]=[CH:26][C:25]([Cl:28])=[CH:24][CH:23]=3)=[CH:16][CH:15]=2)[CH2:9]1)=O)(C)(C)C.Cl.[OH-].[Na+]. (3) Given the product [CH:34]([NH:37][C:38]([N:30]1[CH2:31][CH2:32][CH:27]([N:12]2[C:13]3[C:22]4[CH:21]=[CH:20][CH:19]=[C:18]([O:23][CH3:24])[C:17]=4[N:16]=[CH:15][C:14]=3[C:25](=[O:26])[N:10]([C:6]3[CH:7]=[CH:8][CH:9]=[C:4]([Cl:3])[CH:5]=3)[C:11]2=[O:33])[CH2:28][CH2:29]1)=[O:39])([CH3:36])[CH3:35], predict the reactants needed to synthesize it. The reactants are: Cl.Cl.[Cl:3][C:4]1[CH:5]=[C:6]([N:10]2[C:25](=[O:26])[C:14]3[CH:15]=[N:16][C:17]4[C:18]([O:23][CH3:24])=[CH:19][CH:20]=[CH:21][C:22]=4[C:13]=3[N:12]([CH:27]3[CH2:32][CH2:31][NH:30][CH2:29][CH2:28]3)[C:11]2=[O:33])[CH:7]=[CH:8][CH:9]=1.[CH:34]([N:37]=[C:38]=[O:39])([CH3:36])[CH3:35]. (4) Given the product [NH2:31][C:29](=[O:30])[CH2:28][NH:27][C:23]([C:22]1[CH:21]=[N:20][N:5]2[C:6]([CH3:19])=[C:7]([CH2:8][C:9]3[CH:14]=[CH:13][CH:12]=[C:11]([C:15]([F:18])([F:16])[F:17])[CH:10]=3)[C:2]([CH3:1])=[N:3][C:4]=12)=[O:24], predict the reactants needed to synthesize it. The reactants are: [CH3:1][C:2]1[C:7]([CH2:8][C:9]2[CH:14]=[CH:13][CH:12]=[C:11]([C:15]([F:18])([F:17])[F:16])[CH:10]=2)=[C:6]([CH3:19])[N:5]2[N:20]=[CH:21][C:22]([C:23](O)=[O:24])=[C:4]2[N:3]=1.Cl.[NH2:27][CH2:28][C:29]([NH2:31])=[O:30].